This data is from Catalyst prediction with 721,799 reactions and 888 catalyst types from USPTO. The task is: Predict which catalyst facilitates the given reaction. (1) Reactant: [F:1][C:2]1([F:17])[C:7](O)(O)[CH2:6][CH2:5][N:4]([C:10]([O:12][C:13]([CH3:16])([CH3:15])[CH3:14])=[O:11])[CH2:3]1.[CH2:18]([NH2:25])[C:19]1[CH:24]=[CH:23][CH:22]=[CH:21][CH:20]=1.C(O)C.[BH4-].[Na+]. Product: [C:13]([O:12][C:10]([N:4]1[CH2:5][CH2:6][CH:7]([NH:25][CH2:18][C:19]2[CH:24]=[CH:23][CH:22]=[CH:21][CH:20]=2)[C:2]([F:17])([F:1])[CH2:3]1)=[O:11])([CH3:16])([CH3:15])[CH3:14]. The catalyst class is: 11. (2) The catalyst class is: 33. Product: [CH3:27][CH:15]1[C:16]2[CH:17]=[CH:18][CH:19]=[C:20]([C:24]([NH2:25])=[O:26])[C:21]=2[C:22](=[O:23])[N:14]1[CH:11]1[CH2:12][CH2:13][NH:8][CH2:9][CH2:10]1. Reactant: C(OC([N:8]1[CH2:13][CH2:12][CH:11]([N:14]2[C:22](=[O:23])[C:21]3[C:16](=[CH:17][CH:18]=[CH:19][C:20]=3[C:24](=[O:26])[NH2:25])[CH:15]2[CH3:27])[CH2:10][CH2:9]1)=O)(C)(C)C.O1CCOCC1. (3) Reactant: [CH3:1][O:2][CH2:3][C@H:4]([CH3:31])[O:5][C:6]1[CH:7]=[C:8]([C:23]2[NH:27][C:26]([C:28](O)=[O:29])=[CH:25][CH:24]=2)[CH:9]=[C:10]([O:12][Si:13]([CH:20]([CH3:22])[CH3:21])([CH:17]([CH3:19])[CH3:18])[CH:14]([CH3:16])[CH3:15])[CH:11]=1.[NH2:32][C@@H:33]([CH2:35][OH:36])[CH3:34].[Cl-].COC1N=C(OC)N=C([N+]2(C)CCOCC2)N=1. Product: [OH:36][CH2:35][C@H:33]([NH:32][C:28]([C:26]1[NH:27][C:23]([C:8]2[CH:9]=[C:10]([O:12][Si:13]([CH:14]([CH3:16])[CH3:15])([CH:17]([CH3:18])[CH3:19])[CH:20]([CH3:21])[CH3:22])[CH:11]=[C:6]([O:5][C@@H:4]([CH3:31])[CH2:3][O:2][CH3:1])[CH:7]=2)=[CH:24][CH:25]=1)=[O:29])[CH3:34]. The catalyst class is: 5. (4) Reactant: Cl.[C:2]1([CH:8]([C:15]2[C:23]3[C:18](=[CH:19][C:20]([O:24][CH2:25][CH2:26][CH2:27][NH2:28])=[CH:21][CH:22]=3)[NH:17][CH:16]=2)[CH2:9][C:10]([O:12]CC)=[O:11])[CH:7]=[CH:6][CH:5]=[CH:4][CH:3]=1.Cl[C:30]1[C:35]([N+:36]([O-:38])=[O:37])=[CH:34][CH:33]=[CH:32][N:31]=1. Product: [N+:36]([C:35]1[C:30]([NH:28][CH2:27][CH2:26][CH2:25][O:24][C:20]2[CH:19]=[C:18]3[C:23]([C:15]([CH:8]([C:2]4[CH:3]=[CH:4][CH:5]=[CH:6][CH:7]=4)[CH2:9][C:10]([OH:12])=[O:11])=[CH:16][NH:17]3)=[CH:22][CH:21]=2)=[N:31][CH:32]=[CH:33][CH:34]=1)([O-:38])=[O:37]. The catalyst class is: 66. (5) Reactant: [N+:1]([CH2:4][CH2:5][OH:6])([O-:3])=[O:2].N1C=CC=CC=1.[F:13][C:14]([F:27])([F:26])[S:15](O[S:15]([C:14]([F:27])([F:26])[F:13])(=[O:17])=[O:16])(=[O:17])=[O:16]. Product: [F:13][C:14]([F:27])([F:26])[S:15]([O:6][CH2:5][CH2:4][N+:1]([O-:3])=[O:2])(=[O:17])=[O:16]. The catalyst class is: 4.